Dataset: M1 muscarinic receptor antagonist screen with 61,756 compounds. Task: Binary Classification. Given a drug SMILES string, predict its activity (active/inactive) in a high-throughput screening assay against a specified biological target. (1) The molecule is s1c2n(cc(n2)CCNC(=O)Cc2ccccc2)cc1. The result is 0 (inactive). (2) The result is 0 (inactive). The compound is Clc1ccc(c2oc(c(n2)CN2CC(CCC2)C(=O)NCc2ncccc2)C)cc1. (3) The drug is O=C(NC(C(C)C)C(=O)Nc1ncccc1)C1CCCCC1. The result is 0 (inactive). (4) The compound is S(=O)(=O)(N1CCN(CC1)C(=O)c1occc1)c1cc(ccc1)C(F)(F)F. The result is 0 (inactive). (5) The molecule is Clc1ccc(n2ncc3c(NCC4OCCC4)ncnc23)cc1. The result is 0 (inactive). (6) The drug is O1CCN(c2c1cccc2)CC(=O)NCCc1cc(OC)c(OC)cc1. The result is 0 (inactive). (7) The drug is S(=O)(=O)(NCc1n(N)c(=O)c2c(n1)cccc2)c1ccc(cc1)C. The result is 0 (inactive).